From a dataset of NCI-60 drug combinations with 297,098 pairs across 59 cell lines. Regression. Given two drug SMILES strings and cell line genomic features, predict the synergy score measuring deviation from expected non-interaction effect. Drug 1: C1CC(=O)NC(=O)C1N2CC3=C(C2=O)C=CC=C3N. Drug 2: C1C(C(OC1N2C=NC3=C(N=C(N=C32)Cl)N)CO)O. Cell line: DU-145. Synergy scores: CSS=1.07, Synergy_ZIP=5.83, Synergy_Bliss=0.792, Synergy_Loewe=-1.05, Synergy_HSA=-0.975.